This data is from Reaction yield outcomes from USPTO patents with 853,638 reactions. The task is: Predict the reaction yield, written as a fraction of the theoretical maximum amount of product (1.0 means a 100% yield; for example, 0.34 means a 34% yield). (1) The reactants are [N:1]1([C:7]([O:9][C:10]([CH3:13])([CH3:12])[CH3:11])=[O:8])[CH2:6][CH2:5][NH:4][CH2:3][CH2:2]1.C(=O)([O-])[O-].[Cs+].[Cs+].C1(P(C2C=CC=CC=2)C2C=CC3C(=CC=CC=3)C=2C2C3C(=CC=CC=3)C=CC=2P(C2C=CC=CC=2)C2C=CC=CC=2)C=CC=CC=1.FC(F)(F)S(O[C:72]1[CH:81]=[CH:80][CH:79]=[C:78]2[C:73]=1[CH:74]=[CH:75][C:76]([CH3:82])=[N:77]2)(=O)=O. The catalyst is C1(C)C=CC=CC=1.C([O-])(=O)C.[Pd+2].C([O-])(=O)C. The product is [CH3:82][C:76]1[CH:75]=[CH:74][C:73]2[C:78](=[CH:79][CH:80]=[CH:81][C:72]=2[N:4]2[CH2:5][CH2:6][N:1]([C:7]([O:9][C:10]([CH3:13])([CH3:12])[CH3:11])=[O:8])[CH2:2][CH2:3]2)[N:77]=1. The yield is 0.620. (2) The reactants are [Cl:1][C:2]1[CH:7]=[CH:6][C:5]([S:8]([N:11]([C:15]2[C:16]([CH:22]([C:24]3[CH:29]=[C:28]([N+:30]([O-:32])=[O:31])[CH:27]=[CH:26][C:25]=3[Cl:33])[OH:23])=[N:17][CH:18]=[C:19]([CH3:21])[CH:20]=2)[CH2:12][O:13][CH3:14])(=[O:10])=[O:9])=[CH:4][C:3]=1[C:34]([F:37])([F:36])[F:35].CC(OI1(OC(C)=O)(OC(C)=O)OC(=O)C2C=CC=CC1=2)=O.[O-]S([O-])(=S)=O.[Na+].[Na+].C([O-])(O)=O.[Na+]. The product is [Cl:1][C:2]1[CH:7]=[CH:6][C:5]([S:8]([N:11]([C:15]2[C:16]([C:22](=[O:23])[C:24]3[CH:29]=[C:28]([N+:30]([O-:32])=[O:31])[CH:27]=[CH:26][C:25]=3[Cl:33])=[N:17][CH:18]=[C:19]([CH3:21])[CH:20]=2)[CH2:12][O:13][CH3:14])(=[O:9])=[O:10])=[CH:4][C:3]=1[C:34]([F:35])([F:37])[F:36]. The yield is 0.520. The catalyst is C(Cl)Cl. (3) The reactants are [Cl:27][C:24]1[CH:23]=[CH:22][C:21]([CH:16]([O:17][CH2:18][C:19]#[CH:20])[C:15](OCCO[C:15](=[O:28])[CH:16]([C:21]2[CH:26]=[CH:25][C:24]([Cl:27])=[CH:23][CH:22]=2)[O:17][CH2:18][C:19]#[CH:20])=[O:28])=[CH:26][CH:25]=1.ClC1C=CC=CC=1.[NH2:40][CH2:41][CH2:42][C:43]1[CH:48]=[CH:47][C:46]([OH:49])=[C:45]([O:50][CH3:51])[CH:44]=1.CCN(CCO)CC. No catalyst specified. The product is [Cl:27][C:24]1[CH:23]=[CH:22][C:21]([CH:16]([O:17][CH2:18][C:19]#[CH:20])[C:15]([NH:40][CH2:41][CH2:42][C:43]2[CH:48]=[CH:47][C:46]([OH:49])=[C:45]([O:50][CH3:51])[CH:44]=2)=[O:28])=[CH:26][CH:25]=1. The yield is 0.920. (4) The reactants are [NH2:1][C:2]1[CH:3]=[C:4]([CH:9]=[CH:10][C:11]=1O)C(OC)=O.C([C:15]1[CH:24]=CC(C(OC)=O)=CC=1)=O.C(C1C(=O)C(Cl)=C(Cl)C(=O)C=1C#N)#[N:26].[C:39]([O-:42])(O)=[O:40].[Na+]. The catalyst is CO. The product is [CH2:24]([O:42][C:39](=[O:40])[C:4]1[CH:9]=[CH:10][C:11]([NH2:26])=[C:2]([NH2:1])[CH:3]=1)[CH3:15]. The yield is 0.860. (5) The reactants are [F:1][B-:2]([F:5])([F:4])[F:3].[H+].CCOCC.[NH2:12][CH2:13][CH2:14][C:15]1[CH:21]=[CH:20][C:18]([NH2:19])=[CH:17][CH:16]=1.CC#[N:24]. No catalyst specified. The product is [F:1][B-:2]([F:5])([F:4])[F:3].[NH3+:12][CH2:13][CH2:14][C:15]1[CH:21]=[CH:20][C:18]([N+:19]#[N:24])=[CH:17][CH:16]=1.[F:1][B-:2]([F:5])([F:4])[F:3]. The yield is 0.990. (6) The reactants are [CH3:1][O:2][C:3]1[CH:4]=[C:5]2[C:10](=[CH:11][C:12]=1[O:13][CH3:14])[N:9]=[CH:8][N:7]=[C:6]2[O:15][C:16]1[CH:22]=[CH:21][C:19]([NH2:20])=[CH:18][CH:17]=1.C(N(CC)CC)C.[C:30](Cl)(Cl)=[S:31].[N:34]1([CH2:39][CH2:40][NH2:41])[CH2:38][CH2:37][CH2:36][CH2:35]1. The catalyst is CN(C)C=O.C(OCC)(=O)C. The product is [CH3:1][O:2][C:3]1[CH:4]=[C:5]2[C:10](=[CH:11][C:12]=1[O:13][CH3:14])[N:9]=[CH:8][N:7]=[C:6]2[O:15][C:16]1[CH:22]=[CH:21][C:19]([NH:20][C:30]([NH:41][CH2:40][CH2:39][N:34]2[CH2:38][CH2:37][CH2:36][CH2:35]2)=[S:31])=[CH:18][CH:17]=1. The yield is 0.210. (7) The reactants are [F:1][C:2]1[CH:3]=[C:4]([N:8]2[CH2:12][C@@H:11]([CH2:13][N:14]3C(=O)C4C(=CC=CC=4)C3=O)[O:10][C:9]2=[O:25])[CH:5]=[CH:6][CH:7]=1.O.NN. The catalyst is C(O)C. The product is [NH2:14][CH2:13][C@@H:11]1[O:10][C:9](=[O:25])[N:8]([C:4]2[CH:5]=[CH:6][CH:7]=[C:2]([F:1])[CH:3]=2)[CH2:12]1. The yield is 0.966.